Dataset: Forward reaction prediction with 1.9M reactions from USPTO patents (1976-2016). Task: Predict the product of the given reaction. (1) Given the reactants [NH2:1][C:2]1[CH:3]=[C:4]2[C:8](=[CH:9][CH:10]=1)[N:7]([CH2:11][CH2:12][N:13]([CH3:15])[CH3:14])[C:6]([CH3:16])=[CH:5]2.[C:17]1([C:23]2[CH:28]=[CH:27][C:26]([S:29](Cl)(=[O:31])=[O:30])=[CH:25][CH:24]=2)[CH:22]=[CH:21][CH:20]=[CH:19][CH:18]=1, predict the reaction product. The product is: [CH3:14][N:13]([CH3:15])[CH2:12][CH2:11][N:7]1[C:8]2[C:4](=[CH:3][C:2]([NH:1][S:29]([C:26]3[CH:25]=[CH:24][C:23]([C:17]4[CH:22]=[CH:21][CH:20]=[CH:19][CH:18]=4)=[CH:28][CH:27]=3)(=[O:31])=[O:30])=[CH:10][CH:9]=2)[CH:5]=[C:6]1[CH3:16]. (2) Given the reactants [Cl:1][C:2]1[CH:7]=[CH:6][C:5]([S:8]([N:11]([CH2:19][C:20]2[CH:21]=[CH:22][C:23]([O:30][CH3:31])=[C:24]([CH:29]=2)[C:25]([O:27]C)=[O:26])[CH2:12][CH:13]2[CH2:18][CH2:17][O:16][CH2:15][CH2:14]2)(=[O:10])=[O:9])=[CH:4][CH:3]=1.O.[OH-].[Li+], predict the reaction product. The product is: [Cl:1][C:2]1[CH:7]=[CH:6][C:5]([S:8]([N:11]([CH2:19][C:20]2[CH:21]=[CH:22][C:23]([O:30][CH3:31])=[C:24]([CH:29]=2)[C:25]([OH:27])=[O:26])[CH2:12][CH:13]2[CH2:14][CH2:15][O:16][CH2:17][CH2:18]2)(=[O:9])=[O:10])=[CH:4][CH:3]=1. (3) Given the reactants [CH3:1][N:2]([CH3:53])[CH2:3][CH2:4][NH:5][C:6]([C@:8]12[CH2:46][CH2:45][C@@H:44]([C:47]([CH2:49][N:50]([CH3:52])[CH3:51])=[CH2:48])[C@@H:9]1[C@@H:10]1[C@@:23]([CH3:26])([CH2:24][CH2:25]2)[C@@:22]2([CH3:27])[C@@H:13]([C@:14]3([CH3:43])[C@@H:19]([CH2:20][CH2:21]2)[C:18]([CH3:29])([CH3:28])[C:17]([C:30]2[CH:42]=[CH:41][C:33]([C:34]([O:36]C(C)(C)C)=[O:35])=[CH:32][CH:31]=2)=[CH:16][CH2:15]3)[CH2:12][CH2:11]1)=[O:7].C(O)(C(F)(F)F)=O, predict the reaction product. The product is: [CH3:53][N:2]([CH3:1])[CH2:3][CH2:4][NH:5][C:6]([C@:8]12[CH2:46][CH2:45][C@@H:44]([C:47]([CH2:49][N:50]([CH3:51])[CH3:52])=[CH2:48])[C@@H:9]1[C@@H:10]1[C@@:23]([CH3:26])([CH2:24][CH2:25]2)[C@@:22]2([CH3:27])[C@@H:13]([C@:14]3([CH3:43])[C@@H:19]([CH2:20][CH2:21]2)[C:18]([CH3:29])([CH3:28])[C:17]([C:30]2[CH:31]=[CH:32][C:33]([C:34]([OH:36])=[O:35])=[CH:41][CH:42]=2)=[CH:16][CH2:15]3)[CH2:12][CH2:11]1)=[O:7]. (4) Given the reactants [CH3:1][O:2][C:3]1[CH:4]=[C:5]2[C:9](=[CH:10][CH:11]=1)[N:8]([CH3:12])[CH:7]=[C:6]2[C:13]1[NH:21][C:16]2=[N:17][CH:18]=[CH:19][CH:20]=[C:15]2[CH:14]=1.C[Mg]Br.[F:25][B-](F)(F)F.F[B-](F)(F)F.ClC[N+]12CC[N+](F)(CC1)CC2, predict the reaction product. The product is: [F:25][C:14]1[C:15]2[C:16](=[N:17][CH:18]=[CH:19][CH:20]=2)[NH:21][C:13]=1[C:6]1[C:5]2[C:9](=[CH:10][CH:11]=[C:3]([O:2][CH3:1])[CH:4]=2)[N:8]([CH3:12])[CH:7]=1. (5) Given the reactants [CH3:1][C:2]1[C:6]([C:7]2[CH:8]=[C:9](I)[C:10]3[N:14]=[C:13]([NH:15][S:16]([CH:19]4[CH2:21][CH2:20]4)(=[O:18])=[O:17])[NH:12][C:11]=3[CH:22]=2)=[C:5]([CH3:24])[O:4][N:3]=1.[CH3:25][C:26]1[C:27](B(O)O)=[C:28]2[C:33](=[CH:34][CH:35]=1)[N:32]=[CH:31][CH:30]=[CH:29]2.N12CCCN=C1CCCCC2.[Cl-].[NH4+], predict the reaction product. The product is: [CH3:1][C:2]1[C:6]([C:7]2[CH:8]=[C:9]([C:27]3[C:26]([CH3:25])=[CH:35][CH:34]=[C:33]4[C:28]=3[CH:29]=[CH:30][CH:31]=[N:32]4)[C:10]3[N:14]=[C:13]([NH:15][S:16]([CH:19]4[CH2:21][CH2:20]4)(=[O:18])=[O:17])[NH:12][C:11]=3[CH:22]=2)=[C:5]([CH3:24])[O:4][N:3]=1. (6) Given the reactants [C:1]([CH:3]([CH:7]1[C:11]([Cl:12])=[C:10](Cl)C(=O)O1)[C:4]([NH2:6])=[O:5])#[N:2].Cl.[CH3:16][CH:17]([CH3:30])[CH2:18][S:19]([C:22]1[CH:27]=[CH:26][CH:25]=[CH:24][C:23]=1[CH2:28][NH2:29])(=[O:21])=[O:20].C(=O)([O-])[O-].[K+].[K+].[OH-].[Na+], predict the reaction product. The product is: [ClH:12].[Cl:12][C:11]1[CH:7]=[C:3]([C:4]([NH2:6])=[O:5])[C:1](=[NH:2])[N:29]([CH2:28][C:23]2[CH:24]=[CH:25][CH:26]=[CH:27][C:22]=2[S:19]([CH2:18][CH:17]([CH3:30])[CH3:16])(=[O:21])=[O:20])[CH:10]=1. (7) The product is: [C:45]([N:42]1[CH2:41][CH2:40][CH:39]([N:38]([CH2:2][C:3]2[CH:4]=[C:5]([CH:32]=[CH:33][CH:34]=2)[C:6]([NH:8][C:9]2[S:10][C:11]3[CH2:31][CH2:30][CH2:29][CH2:28][C:12]=3[C:13]=2[C:14]([NH:16][C:17]2[CH:22]=[CH:21][C:20]([N:23]([CH2:26][CH3:27])[CH2:24][CH3:25])=[CH:19][CH:18]=2)=[O:15])=[O:7])[CH:35]2[CH2:37][CH2:36]2)[CH2:44][CH2:43]1)(=[O:47])[CH3:46]. Given the reactants Cl[CH2:2][C:3]1[CH:4]=[C:5]([CH:32]=[CH:33][CH:34]=1)[C:6]([NH:8][C:9]1[S:10][C:11]2[CH2:31][CH2:30][CH2:29][CH2:28][C:12]=2[C:13]=1[C:14]([NH:16][C:17]1[CH:22]=[CH:21][C:20]([N:23]([CH2:26][CH3:27])[CH2:24][CH3:25])=[CH:19][CH:18]=1)=[O:15])=[O:7].[CH:35]1([NH:38][CH:39]2[CH2:44][CH2:43][N:42]([C:45](=[O:47])[CH3:46])[CH2:41][CH2:40]2)[CH2:37][CH2:36]1, predict the reaction product. (8) Given the reactants Br[C:2]1[CH:3]=[C:4]([N+:11]([O-:13])=[O:12])[CH:5]=[C:6]([N+:8]([O-:10])=[O:9])[CH:7]=1.[C:14]1([CH3:20])C=CC=C[CH:15]=1.C([O-])([O-])=O.[Cs+].[Cs+].B1(C2CC2)OC(=O)CN(C)CC(=O)O1, predict the reaction product. The product is: [CH:20]1([C:2]2[CH:3]=[C:4]([N+:11]([O-:13])=[O:12])[CH:5]=[C:6]([N+:8]([O-:10])=[O:9])[CH:7]=2)[CH2:14][CH2:15]1. (9) Given the reactants Cl.[Br:2][C:3]1[CH:9]=[CH:8][C:7]([F:10])=[CH:6][C:4]=1[NH2:5].Cl.[N:12]([O-])=O.[Na+].[Cl:16][Sn]Cl, predict the reaction product. The product is: [ClH:16].[Br:2][C:3]1[CH:9]=[CH:8][C:7]([F:10])=[CH:6][C:4]=1[NH:5][NH2:12]. (10) Given the reactants C([N:8]1[CH2:14][C:13]2[CH:15]=[C:16]([O:19][CH3:20])[CH:17]=[CH:18][C:12]=2[NH:11][C:10](=[O:21])[CH2:9]1)C1C=CC=CC=1.Cl[C:23]([O:25][CH2:26][C:27]1[CH:32]=[CH:31][CH:30]=[CH:29][CH:28]=1)=[O:24], predict the reaction product. The product is: [CH2:26]([O:25][C:23]([N:8]1[CH2:14][C:13]2[CH:15]=[C:16]([O:19][CH3:20])[CH:17]=[CH:18][C:12]=2[NH:11][C:10](=[O:21])[CH2:9]1)=[O:24])[C:27]1[CH:32]=[CH:31][CH:30]=[CH:29][CH:28]=1.